This data is from Experimentally validated miRNA-target interactions with 360,000+ pairs, plus equal number of negative samples. The task is: Binary Classification. Given a miRNA mature sequence and a target amino acid sequence, predict their likelihood of interaction. (1) The miRNA is hsa-miR-20b-5p with sequence CAAAGUGCUCAUAGUGCAGGUAG. The protein sequence of the target gene is MKWLGESKNMVVNGRRNGGKLSNDHQQNQSKLQHTGKDTLKAGKNAVERRSNRCNGNSGFEGQSRYVPSSGMSAKELCENDDLATSLVLDPYLGFQTHKMNTSAFPSRSSRHFSKSDSFSHNNPVRFRPIKGRQEELKEVIERFKKDEHLEKAFKCLTSGEWARHYFLNKNKMQEKLFKEHVFIYLRMFATDSGFEILPCNRYSSEQNGAKIVATKEWKRNDKIELLVGCIAELSEIEENMLLRHGENDFSVMYSTRKNCAQLWLGPAAFINHDCRPNCKFVSTGRDTACVKALRDIEPG.... Result: 1 (interaction). (2) The miRNA is mmu-miR-700-3p with sequence CACGCGGGAACCGAGUCCACC. The protein sequence of the target gene is MARVAWGLLWLLLGSAGAQYEKYSFRGFPPEDLMPLAAAYGHALEQYEGESWRESARYLEAALRLHRLLRDSEAFCHANCSGPAPAAKPDPDGGRADEWACELRLFGRVLERAACLRRCKRTLPAFQVPYPPRQLLRDFQSRLPYQYLHYALFKANRLEKAVAAAYTFLQRNPKHELTAKYLNYYQGMLDVADESLTDLEAQPYEAVFLRAVKLYNSGDFRSSTEDMERALSEYLAVFARCLAGCEGAHEQVDFKDFYPAIADLFAESLQCKVDCEANLTPNVGGYFVDKFVATMYHYLQ.... Result: 0 (no interaction). (3) The miRNA is hsa-miR-515-5p with sequence UUCUCCAAAAGAAAGCACUUUCUG. The protein sequence of the target gene is MANEAYPCPCDIGHRLEYGGLGREVQVEHIKAYVTKSPVDAGKAVIVIQDIFGWQLPNTRYIADMISGNGYTTIVPDFFVGQEPWDPSGDWSIFPEWLKTRNAQKIDREISAILKYLKQQCHAQKIGIVGFCWGGTAVHHLMMKYSEFRAGVSVYGIVKDSEDIYNLKNPTLFIFAENDVVIPLKDVSLLTQKLKEHCKVEYQIKTFSGQTHGFVHRKREDCSPADKPYIDEARRNLIEWLNKYM. Result: 1 (interaction). (4) The miRNA is hsa-miR-1-3p with sequence UGGAAUGUAAAGAAGUAUGUAU. The protein sequence of the target gene is MSAIPAEESDQLLIRPLGAGQEVGRSCIILEFKGRKIMLDCGIHPGLEGMDALPYIDLIDPAEIDLLLISHFHLDHCGALPWFLQKTSFKGRTFMTHATKAIYRWLLSDYVKVSNISADDMLYTETDLEESMDKIETINFHEVKEVAGIKFWCYHAGHVLGAAMFMIEIAGVKLLYTGDFSRQEDRHLMAAEIPNIKPDILIIESTYGTHIHEKREEREARFCNTVHDIVNRGGRGLIPVFALGRAQELLLILDEYWQNHPELHDIPIYYASSLAKKCMAVYQTYVNAMNDKIRKQININ.... Result: 1 (interaction).